Dataset: Forward reaction prediction with 1.9M reactions from USPTO patents (1976-2016). Task: Predict the product of the given reaction. (1) Given the reactants C1(P(C2CCCCC2)C2CCCCC2)CCCCC1.CCCCCC[CH2:26][CH2:27][CH2:28][CH2:29][CH2:30][CH2:31][CH3:32].CO[C:35]1[CH:36]=[C:37]2[C:42](=[CH:43][CH:44]=1)[CH2:41][CH2:40][CH2:39][CH2:38]2.C1(C)C(C2C(C)=CC=CC=2)=CC=CC=1, predict the reaction product. The product is: [CH3:32][C:31]1[CH:26]=[CH:27][C:28]([C:35]2[CH:36]=[C:37]3[C:42](=[CH:43][CH:44]=2)[CH2:41][CH2:40][CH2:39][CH2:38]3)=[CH:29][CH:30]=1. (2) The product is: [CH3:15][O:16][CH2:17][CH2:18][O:19][C:20]1[C:25]2[CH:26]([NH:29][C:2]3[CH:11]=[CH:10][C:9]4[C:4](=[CH:5][CH:6]=[C:7]([N+:12]([O-:14])=[O:13])[CH:8]=4)[N:3]=3)[CH2:27][O:28][C:24]=2[CH:23]=[CH:22][CH:21]=1. Given the reactants Cl[C:2]1[CH:11]=[CH:10][C:9]2[C:4](=[CH:5][CH:6]=[C:7]([N+:12]([O-:14])=[O:13])[CH:8]=2)[N:3]=1.[CH3:15][O:16][CH2:17][CH2:18][O:19][C:20]1[C:25]2[CH:26]([NH2:29])[CH2:27][O:28][C:24]=2[CH:23]=[CH:22][CH:21]=1.C(N(C(C)C)C(C)C)C, predict the reaction product. (3) Given the reactants [Cl-].O[NH3+:3].[C:4](=[O:7])([O-:6])O.[Na+].CS(C)=O.[O:13]=[C:14]1[C:19]([CH2:20][C:21]2[CH:26]=[CH:25][C:24]([C:27]3[C:28]([C:33]#[N:34])=[CH:29][CH:30]=[CH:31][CH:32]=3)=[CH:23][CH:22]=2)=[C:18]([CH2:35][CH2:36][CH3:37])[N:17]2[N:38]=[CH:39][N:40]=[C:16]2[N:15]1[CH:41]1[CH2:54][CH2:53][C:44]2([O:48][C:47]([CH3:50])([CH3:49])[C:46]([CH3:52])([CH3:51])[O:45]2)[CH2:43][CH2:42]1, predict the reaction product. The product is: [O:7]=[C:4]1[O:6][N:3]=[C:33]([C:28]2[CH:29]=[CH:30][CH:31]=[CH:32][C:27]=2[C:24]2[CH:23]=[CH:22][C:21]([CH2:20][C:19]3[C:14](=[O:13])[N:15]([CH:41]4[CH2:54][CH2:53][C:44]5([O:48][C:47]([CH3:50])([CH3:49])[C:46]([CH3:52])([CH3:51])[O:45]5)[CH2:43][CH2:42]4)[C:16]4[N:17]([N:38]=[CH:39][N:40]=4)[C:18]=3[CH2:35][CH2:36][CH3:37])=[CH:26][CH:25]=2)[NH:34]1. (4) Given the reactants Br[C:2]1[N:3](COCC[Si](C)(C)C)[C:4]([C:7]([NH:9][C:10]2[CH:15]=[CH:14][CH:13]=[CH:12][C:11]=2[CH2:16][C:17]([O:19]C(C)(C)C)=[O:18])=[O:8])=[CH:5][N:6]=1.Cl.[NH2:33][CH2:34][C:35]1[CH:36]=[C:37](B(O)O)[CH:38]=[CH:39][CH:40]=1.[C:44]([OH:50])([C:46]([F:49])([F:48])[F:47])=[O:45].C(Cl)Cl, predict the reaction product. The product is: [NH2:33][CH2:34][C:35]1[CH:40]=[C:39]([C:2]2[NH:6][CH:5]=[C:4]([C:7]([NH:9][C:10]3[CH:15]=[CH:14][CH:13]=[CH:12][C:11]=3[CH2:16][C:17]([OH:19])=[O:18])=[O:8])[N:3]=2)[CH:38]=[CH:37][CH:36]=1.[C:44]([OH:50])([C:46]([F:49])([F:48])[F:47])=[O:45]. (5) Given the reactants [CH3:1][O:2][C:3]1[CH:8]=[C:7]([N:9]2[CH2:12][C:11]3([N:16]([CH3:17])[CH2:15][CH2:14][CH2:13]3)[CH2:10]2)[C:6]([N+:18]([O-])=O)=[CH:5][C:4]=1[NH:21][C:22]1[N:27]=[C:26]([C:28]2[CH:29]=[N:30][N:31]3[CH2:36][CH2:35][CH2:34][CH2:33][C:32]=23)[CH:25]=[CH:24][N:23]=1.[NH4+].[Cl-].O, predict the reaction product. The product is: [CH3:1][O:2][C:3]1[CH:8]=[C:7]([N:9]2[CH2:10][C:11]3([N:16]([CH3:17])[CH2:15][CH2:14][CH2:13]3)[CH2:12]2)[C:6]([NH2:18])=[CH:5][C:4]=1[NH:21][C:22]1[N:27]=[C:26]([C:28]2[CH:29]=[N:30][N:31]3[CH2:36][CH2:35][CH2:34][CH2:33][C:32]=23)[CH:25]=[CH:24][N:23]=1. (6) Given the reactants [ClH:1].O1CCOCC1.[F:8][C:9]1[CH:10]=[C:11]([CH:37]=[CH:38][CH:39]=1)[O:12][CH2:13][CH:14]1[CH2:19][N:18](C(OC(C)(C)C)=O)[CH2:17][CH2:16][N:15]1[C:27]([O:29][C:30]1[CH:35]=[CH:34][C:33]([Cl:36])=[CH:32][CH:31]=1)=[O:28], predict the reaction product. The product is: [ClH:36].[ClH:1].[F:8][C:9]1[CH:10]=[C:11]([CH:37]=[CH:38][CH:39]=1)[O:12][CH2:13][CH:14]1[CH2:19][NH:18][CH2:17][CH2:16][N:15]1[C:27]([O:29][C:30]1[CH:35]=[CH:34][C:33]([Cl:36])=[CH:32][CH:31]=1)=[O:28]. (7) Given the reactants [Cl:1][C:2]1[CH:3]=[CH:4][C:5]([O:12][CH2:13][CH2:14][C:15]([N:17]2[CH2:23][CH2:22][CH2:21][O:20][CH:19]([CH2:24][C:25]3[CH:30]=[CH:29][C:28]([F:31])=[CH:27][CH:26]=3)[CH2:18]2)=O)=[C:6]([NH:8][C:9]([NH2:11])=[O:10])[CH:7]=1, predict the reaction product. The product is: [Cl:1][C:2]1[CH:3]=[CH:4][C:5]([O:12][CH2:13][CH2:14][CH2:15][N:17]2[CH2:23][CH2:22][CH2:21][O:20][CH:19]([CH2:24][C:25]3[CH:26]=[CH:27][C:28]([F:31])=[CH:29][CH:30]=3)[CH2:18]2)=[C:6]([NH:8][C:9]([NH2:11])=[O:10])[CH:7]=1. (8) The product is: [Br:1][C:2]1[CH:7]=[C:6]2[NH:8][C:9](=[O:41])[C:10]3([CH:15]([C:16]4[CH:21]=[C:20]([Cl:22])[CH:19]=[CH:18][C:17]=4[O:23][C:24]([CH2:25][CH3:26])([C:27]([NH:58][S:55]([CH3:54])(=[O:57])=[O:56])=[O:28])[CH2:30][CH3:31])[CH2:14][C:13](=[O:32])[NH:12][CH:11]3[C:33]3[CH:38]=[C:37]([F:39])[CH:36]=[CH:35][C:34]=3[CH3:40])[C:5]2=[CH:4][CH:3]=1. Given the reactants [Br:1][C:2]1[CH:7]=[C:6]2[NH:8][C:9](=[O:41])[C:10]3([CH:15]([C:16]4[CH:21]=[C:20]([Cl:22])[CH:19]=[CH:18][C:17]=4[O:23][C:24]([CH2:30][CH3:31])([C:27](O)=[O:28])[CH2:25][CH3:26])[CH2:14][C:13](=[O:32])[NH:12][CH:11]3[C:33]3[CH:38]=[C:37]([F:39])[CH:36]=[CH:35][C:34]=3[CH3:40])[C:5]2=[CH:4][CH:3]=1.C1N=CN(C(N2C=NC=C2)=O)C=1.[CH3:54][S:55]([NH2:58])(=[O:57])=[O:56].[H-].[Na+].Cl, predict the reaction product.